Dataset: NCI-60 drug combinations with 297,098 pairs across 59 cell lines. Task: Regression. Given two drug SMILES strings and cell line genomic features, predict the synergy score measuring deviation from expected non-interaction effect. (1) Drug 1: C1=CN(C(=O)N=C1N)C2C(C(C(O2)CO)O)O.Cl. Drug 2: C(CC(=O)O)C(=O)CN.Cl. Cell line: OVCAR-5. Synergy scores: CSS=29.9, Synergy_ZIP=-5.98, Synergy_Bliss=-0.366, Synergy_Loewe=-1.74, Synergy_HSA=2.69. (2) Drug 1: C1CC(=O)NC(=O)C1N2CC3=C(C2=O)C=CC=C3N. Drug 2: CC1=C(N=C(N=C1N)C(CC(=O)N)NCC(C(=O)N)N)C(=O)NC(C(C2=CN=CN2)OC3C(C(C(C(O3)CO)O)O)OC4C(C(C(C(O4)CO)O)OC(=O)N)O)C(=O)NC(C)C(C(C)C(=O)NC(C(C)O)C(=O)NCCC5=NC(=CS5)C6=NC(=CS6)C(=O)NCCC[S+](C)C)O. Cell line: COLO 205. Synergy scores: CSS=7.98, Synergy_ZIP=-1.35, Synergy_Bliss=-4.29, Synergy_Loewe=-40.5, Synergy_HSA=-4.70. (3) Drug 1: CCC(=C(C1=CC=CC=C1)C2=CC=C(C=C2)OCCN(C)C)C3=CC=CC=C3.C(C(=O)O)C(CC(=O)O)(C(=O)O)O. Drug 2: COC1=C2C(=CC3=C1OC=C3)C=CC(=O)O2. Cell line: UO-31. Synergy scores: CSS=-2.76, Synergy_ZIP=1.64, Synergy_Bliss=2.78, Synergy_Loewe=-2.47, Synergy_HSA=-1.67.